Dataset: Catalyst prediction with 721,799 reactions and 888 catalyst types from USPTO. Task: Predict which catalyst facilitates the given reaction. (1) Reactant: [Br:1][C:2]1[CH:3]=[C:4]([S:9][C:10]2[C:11]([CH2:20][CH3:21])=[N:12][N:13]([CH2:17][CH2:18][OH:19])[C:14]=2[CH2:15][CH3:16])[CH:5]=[C:6]([Br:8])[CH:7]=1.N1C=CN=C1.[C:27]([Si:31](Cl)([CH3:33])[CH3:32])([CH3:30])([CH3:29])[CH3:28]. Product: [Si:31]([O:19][CH2:18][CH2:17][N:13]1[C:14]([CH2:15][CH3:16])=[C:10]([S:9][C:4]2[CH:3]=[C:2]([Br:1])[CH:7]=[C:6]([Br:8])[CH:5]=2)[C:11]([CH2:20][CH3:21])=[N:12]1)([C:27]([CH3:30])([CH3:29])[CH3:28])([CH3:33])[CH3:32]. The catalyst class is: 9. (2) Reactant: [NH2:1][C:2]1[S:6][C:5]([CH2:7][CH2:8][CH:9]([F:21])[CH2:10][N:11]2[CH:15]=[C:14]([C:16]([O:18][CH2:19][CH3:20])=[O:17])[N:13]=[N:12]2)=[N:4][N:3]=1.Cl.[N:23]1[CH:28]=[CH:27][CH:26]=[CH:25][C:24]=1[CH2:29][C:30](O)=[O:31].CN(C(ON1N=NC2C=CC=NC1=2)=[N+](C)C)C.F[P-](F)(F)(F)(F)F.C([O-])([O-])=O.[K+].[K+]. Product: [F:21][CH:9]([CH2:8][CH2:7][C:5]1[S:6][C:2]([NH:1][C:30](=[O:31])[CH2:29][C:24]2[CH:25]=[CH:26][CH:27]=[CH:28][N:23]=2)=[N:3][N:4]=1)[CH2:10][N:11]1[CH:15]=[C:14]([C:16]([O:18][CH2:19][CH3:20])=[O:17])[N:13]=[N:12]1. The catalyst class is: 18. (3) Reactant: [C:1]([C:3]1([C:6]([NH:8][C:9]2[CH:14]=[CH:13][CH:12]=[C:11]([C:15]3[CH:20]=[CH:19][CH:18]=[CH:17][CH:16]=3)[C:10]=2[C:21]([NH2:23])=[O:22])=O)[CH2:5][CH2:4]1)#[N:2].C([O-])([O-])=O.[Na+].[Na+]. Product: [O:22]=[C:21]1[C:10]2[C:9](=[CH:14][CH:13]=[CH:12][C:11]=2[C:15]2[CH:20]=[CH:19][CH:18]=[CH:17][CH:16]=2)[N:8]=[C:6]([C:3]2([C:1]#[N:2])[CH2:5][CH2:4]2)[NH:23]1. The catalyst class is: 5.